Dataset: Full USPTO retrosynthesis dataset with 1.9M reactions from patents (1976-2016). Task: Predict the reactants needed to synthesize the given product. (1) Given the product [CH3:22][N:23]([CH3:40])[CH2:24][CH2:25][CH2:26][CH2:27][CH2:28][CH2:29][O:30][C:2]1[C:3]([C:8]2[N:12]=[C:11]([C:13]3[CH:14]=[C:15]([F:21])[CH:16]=[C:17]([C:19]#[N:20])[CH:18]=3)[O:10][N:9]=2)=[N:4][CH:5]=[CH:6][CH:7]=1, predict the reactants needed to synthesize it. The reactants are: F[C:2]1[C:3]([C:8]2[N:12]=[C:11]([C:13]3[CH:18]=[C:17]([C:19]#[N:20])[CH:16]=[C:15]([F:21])[CH:14]=3)[O:10][N:9]=2)=[N:4][CH:5]=[CH:6][CH:7]=1.[CH3:22][N:23]([CH3:40])[CH2:24][CH2:25][CH2:26][CH2:27][CH2:28][CH2:29][O:30]CCCCCCN(C)C.[K].O1CCOCCOCCOCCOCCOCC1. (2) Given the product [CH3:1][C:2]1[CH:3]=[CH:4][C:5]([NH:11][CH2:12][CH2:13][C:14]([F:17])([F:16])[F:15])=[C:6]([CH:10]=1)[C:7]([NH:53][C:49]([CH3:50])([C:51]#[CH:52])[CH3:48])=[O:9], predict the reactants needed to synthesize it. The reactants are: [CH3:1][C:2]1[CH:3]=[CH:4][C:5]([NH:11][CH2:12][CH2:13][C:14]([F:17])([F:16])[F:15])=[C:6]([CH:10]=1)[C:7]([OH:9])=O.CCN=C=NCCCN(C)C.C1C=CC2N(O)N=NC=2C=1.CCN(C(C)C)C(C)C.[CH3:48][C:49]([NH2:53])([C:51]#[CH:52])[CH3:50]. (3) Given the product [SH:1][CH2:2][CH2:3][C:4]([OH:6])=[O:5].[SH:7][CH2:8][CH2:9][C:10]([OH:12])=[O:11].[SH:13][CH2:14][CH2:15][C:16]([OH:18])=[O:17].[CH2:19]([C:21]([CH2:26][OH:27])([CH2:24][OH:25])[CH2:22][CH3:23])[OH:20].[C:31]1(=[O:46])[N:32]([CH2:33][CH:34]([CH3:45])[CH2:35][CH2:36][CH2:37][N:38]2[C:39](=[O:44])[CH:40]=[CH:41][C:42]2=[O:43])[C:28](=[O:47])[CH:29]=[CH:30]1.[C:51]1(=[O:69])[N:52]([C:53]([CH3:67])([CH3:68])[CH:54]([CH3:66])[CH2:55][CH2:56][CH2:57][CH2:58][N:59]2[C:60](=[O:65])[CH:61]=[CH:62][C:63]2=[O:64])[C:48](=[O:70])[CH:49]=[CH:50]1, predict the reactants needed to synthesize it. The reactants are: [SH:1][CH2:2][CH2:3][C:4]([OH:6])=[O:5].[SH:7][CH2:8][CH2:9][C:10]([OH:12])=[O:11].[SH:13][CH2:14][CH2:15][C:16]([OH:18])=[O:17].[CH2:19]([C:21]([CH2:26][OH:27])([CH2:24][OH:25])[CH2:22][CH3:23])[OH:20].[C:28]1(=[O:47])[N:32]([CH2:33][CH:34]([CH3:45])[CH2:35][CH2:36][CH2:37][N:38]2[C:42](=[O:43])[CH:41]=[CH:40][C:39]2=[O:44])[C:31](=[O:46])[CH:30]=[CH:29]1.[C:48]1(=[O:70])[N:52]([C:53]([CH3:68])([CH3:67])[CH:54]([CH3:66])[CH2:55][CH2:56][CH2:57][CH2:58][N:59]2[C:63](=[O:64])[CH:62]=[CH:61][C:60]2=[O:65])[C:51](=[O:69])[CH:50]=[CH:49]1. (4) Given the product [C:11]([NH:14][C@@H:15]([CH2:19][C:20]1[CH:21]=[CH:22][CH:23]=[CH:24][CH:25]=1)[C:16]([NH:38][C@@H:39]([CH2:48][C:49]1[CH:54]=[CH:53][CH:52]=[C:51]([CH2:55][N:56]2[CH2:60][C:59](=[O:61])[N:58]([CH2:62][C:63]3[CH:68]=[CH:67][C:66]([O:69][CH3:70])=[CH:65][CH:64]=3)[S:57]2(=[O:71])=[O:72])[CH:50]=1)[C:40]([NH:42][CH2:43][CH2:44][CH2:45][CH2:46][CH3:47])=[O:41])=[O:17])(=[O:13])[CH3:12], predict the reactants needed to synthesize it. The reactants are: C1C=CC2N(O)N=NC=2C=1.[C:11]([NH:14][C@@H:15]([CH2:19][C:20]1[CH:25]=[CH:24][CH:23]=[CH:22][CH:21]=1)[C:16](O)=[O:17])(=[O:13])[CH3:12].CCN=C=NCCCN(C)C.Cl.[NH2:38][C@@H:39]([CH2:48][C:49]1[CH:54]=[CH:53][CH:52]=[C:51]([CH2:55][N:56]2[CH2:60][C:59](=[O:61])[N:58]([CH2:62][C:63]3[CH:68]=[CH:67][C:66]([O:69][CH3:70])=[CH:65][CH:64]=3)[S:57]2(=[O:72])=[O:71])[CH:50]=1)[C:40]([NH:42][CH2:43][CH2:44][CH2:45][CH2:46][CH3:47])=[O:41].